From a dataset of Forward reaction prediction with 1.9M reactions from USPTO patents (1976-2016). Predict the product of the given reaction. (1) Given the reactants [CH:1]#[C:2][C:3]1[CH:8]=[CH:7][C:6]([OH:9])=[CH:5][CH:4]=1.[CH2:10]1[CH2:14][O:13][CH2:12][CH2:11]1, predict the reaction product. The product is: [CH:12]([O:13][CH2:14][CH2:10][O:9][C:6]1[CH:7]=[CH:8][C:3]([CH:2]2[CH2:4][CH2:3][CH2:2][CH2:1][CH2:1]2)=[CH:4][CH:5]=1)=[CH2:11]. (2) Given the reactants [Br:1]NC(=O)CCC(N)=O.[C:10]([C:12]1[C:13]([NH:18][CH2:19][C:20]([NH2:22])=[O:21])=[N:14][CH:15]=[CH:16][CH:17]=1)#[N:11], predict the reaction product. The product is: [Br:1][C:16]1[CH:17]=[C:12]([C:10]#[N:11])[C:13]([NH:18][CH2:19][C:20]([NH2:22])=[O:21])=[N:14][CH:15]=1. (3) Given the reactants [C:1]1([N:7]2[CH:11]=[CH:10][CH:9]=[N:8]2)[CH:6]=[CH:5][CH:4]=[CH:3][CH:2]=1.[S:12](=O)(=[O:15])([OH:14])[OH:13], predict the reaction product. The product is: [N:7]1([C:1]2[CH:2]=[CH:3][C:4]([S:12]([OH:15])(=[O:14])=[O:13])=[CH:5][CH:6]=2)[CH:11]=[CH:10][CH:9]=[N:8]1. (4) The product is: [Br:7][C:8]1[CH:13]=[C:12]([F:14])[C:11]2[N:15]=[C:16]([CH3:17])[N:18]([CH:19]([CH3:21])[CH3:20])[C:10]=2[CH:9]=1. Given the reactants CC(C)([O-])C.[K+].[Br:7][C:8]1[CH:13]=[C:12]([F:14])[C:11]([NH:15][C:16](=[N:18][CH:19]([CH3:21])[CH3:20])[CH3:17])=[C:10](F)[CH:9]=1, predict the reaction product. (5) The product is: [Cl:11][C:4]1[N:3]=[C:2]([NH:12][CH2:13][C:14]([O:16][CH2:17][CH3:18])=[O:15])[C:7]([N+:8]([O-:10])=[O:9])=[CH:6][CH:5]=1. Given the reactants Cl[C:2]1[C:7]([N+:8]([O-:10])=[O:9])=[CH:6][CH:5]=[C:4]([Cl:11])[N:3]=1.[NH2:12][CH2:13][C:14]([O:16][CH2:17][CH3:18])=[O:15].C(N(CC)C(C)C)(C)C.C([O-])(O)=O.[Na+], predict the reaction product. (6) Given the reactants Cl[C:2]1[C:3](=[O:15])[N:4]([C:8]2[CH:13]=[CH:12][C:11]([I:14])=[CH:10][CH:9]=2)[CH2:5][CH2:6][CH:7]=1.Cl/[C:17](=[N:23]\[NH:24][C:25]1[CH:30]=[CH:29][C:28]([O:31][CH3:32])=[CH:27][CH:26]=1)/[C:18]([O:20][CH2:21][CH3:22])=[O:19].C1(C)C=CC=CC=1.C(N(CC)CC)C, predict the reaction product. The product is: [I:14][C:11]1[CH:12]=[CH:13][C:8]([N:4]2[CH2:5][CH2:6][C:7]3[C:17]([C:18]([O:20][CH2:21][CH3:22])=[O:19])=[N:23][N:24]([C:25]4[CH:26]=[CH:27][C:28]([O:31][CH3:32])=[CH:29][CH:30]=4)[C:2]=3[C:3]2=[O:15])=[CH:9][CH:10]=1. (7) Given the reactants C1(P(C2CCCCC2)C2CCCCC2)CCCCC1.C1([B-](C2C=CC=CC=2)(C2C=CC=CC=2)C2C=CC=CC=2)C=CC=CC=1.[Na+].[CH2:46]([O:49][CH2:50]/[CH:51]=[CH:52]/[C:53]1[CH:58]=[CH:57][CH:56]=[C:55]([O:59][CH2:60][C:61]2[CH:66]=[CH:65][CH:64]=[CH:63][CH:62]=2)[CH:54]=1)[CH:47]=[CH2:48], predict the reaction product. The product is: [CH2:60]([O:59][C:55]1[CH:56]=[CH:57][CH:58]=[C:53](/[CH:52]=[CH:51]/[CH2:50][O:49]/[CH:46]=[CH:47]/[CH3:48])[CH:54]=1)[C:61]1[CH:62]=[CH:63][CH:64]=[CH:65][CH:66]=1.